This data is from Forward reaction prediction with 1.9M reactions from USPTO patents (1976-2016). The task is: Predict the product of the given reaction. Given the reactants [OH:1][C:2]1[CH:7]=[CH:6][C:5]([C:8]2[NH:16][C:11]3=[N:12][CH:13]=[CH:14][N:15]=[C:10]3[C:9]=2[CH2:17][CH2:18][C:19]([OH:21])=[O:20])=[CH:4][CH:3]=1.[CH2:22](O)[CH3:23], predict the reaction product. The product is: [OH:1][C:2]1[CH:7]=[CH:6][C:5]([C:8]2[NH:16][C:11]3=[N:12][CH:13]=[CH:14][N:15]=[C:10]3[C:9]=2[CH2:17][CH2:18][C:19]([O:21][CH2:22][CH3:23])=[O:20])=[CH:4][CH:3]=1.